This data is from Forward reaction prediction with 1.9M reactions from USPTO patents (1976-2016). The task is: Predict the product of the given reaction. (1) Given the reactants [OH-:1].[K+].[Mn]([O-])(=O)(=O)=O.[K+].Br[C:10]12[CH2:19][CH:14]3[CH2:15][CH:16]([CH2:18][C:12]([C:20]([OH:22])=[O:21])([CH2:13]3)[CH2:11]1)[CH2:17]2.Cl.S(=O)(O)[O-:25].[Na+], predict the reaction product. The product is: [OH:1][C:14]12[CH2:15][CH:16]3[CH2:17][C:10]([OH:25])([CH2:11][C:12]([C:20]([OH:22])=[O:21])([CH2:18]3)[CH2:13]1)[CH2:19]2. (2) Given the reactants [CH:1]1([CH2:4][NH:5][N:6]2[C:15]3[C:10](=[CH:11][CH:12]=[CH:13][CH:14]=3)[C:9]([OH:16])=[C:8]([C:17]3[NH:22][C:21]4[S:23][CH:24]=[C:25]([CH2:26]OCOC)[C:20]=4[S:19](=[O:32])(=[O:31])[N:18]=3)[C:7]2=[O:33])[CH2:3][CH2:2]1.Cl.N12CCCN=C1CCCCC2.C1(P([N:60]=[N+:61]=[N-:62])(C2C=CC=CC=2)=O)C=CC=CC=1, predict the reaction product. The product is: [N:60]([CH2:26][C:25]1[C:20]2[S:19](=[O:31])(=[O:32])[N:18]=[C:17]([C:8]3[C:7](=[O:33])[N:6]([NH:5][CH2:4][CH:1]4[CH2:3][CH2:2]4)[C:15]4[C:10]([C:9]=3[OH:16])=[CH:11][CH:12]=[CH:13][CH:14]=4)[NH:22][C:21]=2[S:23][CH:24]=1)=[N+:61]=[N-:62]. (3) Given the reactants [C:1]12([NH2:12])[CH2:10][CH:5]3[CH2:6][CH:7]([CH2:9][C:3]([NH2:11])([CH2:4]3)[CH2:2]1)[CH2:8]2.CCN(C(C)C)C(C)C.[CH3:22][N:23]1[CH:27]=[CH:26][C:25]([C:28](Cl)=[O:29])=[N:24]1.[S:31]1[CH:35]=[CH:34][N:33]=[C:32]1[C:36](Cl)=[O:37], predict the reaction product. The product is: [CH3:22][N:23]1[CH:27]=[CH:26][C:25]([C:28]([NH:12][C:1]23[CH2:10][CH:5]4[CH2:6][CH:7]([CH2:9][C:3]([NH:11][C:36]([C:32]5[S:31][CH:35]=[CH:34][N:33]=5)=[O:37])([CH2:4]4)[CH2:2]2)[CH2:8]3)=[O:29])=[N:24]1. (4) Given the reactants [CH2:1]([C:3]1[CH:8]=[CH:7][N:6]=[C:5]([NH2:9])[CH:4]=1)[CH3:2].C([O-])(=O)C.[K+].[I:15]Cl, predict the reaction product. The product is: [NH2:9][C:5]1[CH:4]=[C:3]([CH2:1][CH3:2])[C:8]([I:15])=[CH:7][N:6]=1. (5) Given the reactants [C:1]1(=[O:7])[O:6][C:4](=[O:5])[CH2:3][CH2:2]1.[CH2:8]([NH2:26])[CH2:9][CH2:10][CH2:11][CH2:12][CH2:13][CH2:14][CH2:15][CH2:16][CH2:17][CH2:18][CH2:19][CH2:20][CH2:21][CH2:22][CH2:23][CH2:24][CH3:25].CCN(CC)CC, predict the reaction product. The product is: [CH2:8]([NH:26][C:1](=[O:7])[CH2:2][CH2:3][C:4]([OH:6])=[O:5])[CH2:9][CH2:10][CH2:11][CH2:12][CH2:13][CH2:14][CH2:15][CH2:16][CH2:17][CH2:18][CH2:19][CH2:20][CH2:21][CH2:22][CH2:23][CH2:24][CH3:25].